Dataset: Full USPTO retrosynthesis dataset with 1.9M reactions from patents (1976-2016). Task: Predict the reactants needed to synthesize the given product. Given the product [CH2:1]([O:3][C:4](=[O:28])[CH2:5][C:6]1[CH:7]=[C:8]([C:14]2[CH:19]=[CH:18][C:17]([C:20]([F:23])([F:21])[F:22])=[CH:16][C:15]=2[CH2:24][N:25]([CH2:26][CH3:27])[C:44]([NH:43][CH2:36][C:37]2[CH:42]=[CH:41][CH:40]=[CH:39][CH:38]=2)=[O:45])[C:9]([O:12][CH3:13])=[CH:10][CH:11]=1)[CH3:2], predict the reactants needed to synthesize it. The reactants are: [CH2:1]([O:3][C:4](=[O:28])[CH2:5][C:6]1[CH:7]=[C:8]([C:14]2[CH:19]=[CH:18][C:17]([C:20]([F:23])([F:22])[F:21])=[CH:16][C:15]=2[CH2:24][NH:25][CH2:26][CH3:27])[C:9]([O:12][CH3:13])=[CH:10][CH:11]=1)[CH3:2].C(N(CC)CC)C.[CH2:36]([N:43]=[C:44]=[O:45])[C:37]1[CH:42]=[CH:41][CH:40]=[CH:39][CH:38]=1.